Dataset: Forward reaction prediction with 1.9M reactions from USPTO patents (1976-2016). Task: Predict the product of the given reaction. (1) The product is: [C:1]([C:5]1[CH:9]=[C:8]([C:10]([O:12][CH2:13][CH3:14])=[O:11])[N:7]([CH2:18][C:17]2[CH:20]=[CH:21][C:22]([C:24]([F:25])([F:27])[F:26])=[CH:23][C:16]=2[Cl:15])[N:6]=1)([CH3:4])([CH3:2])[CH3:3]. Given the reactants [C:1]([C:5]1[CH:9]=[C:8]([C:10]([O:12][CH2:13][CH3:14])=[O:11])[NH:7][N:6]=1)([CH3:4])([CH3:3])[CH3:2].[Cl:15][C:16]1[CH:23]=[C:22]([C:24]([F:27])([F:26])[F:25])[CH:21]=[CH:20][C:17]=1[CH2:18]Cl.C(=O)([O-])[O-].[K+].[K+], predict the reaction product. (2) Given the reactants [O:1]1[CH2:6][CH2:5][N:4]([CH2:7][CH2:8][O:9][C:10]2[CH:18]=[C:17]3[C:13]([C:14]([C:26]4[CH:31]=[CH:30][C:29]([C:32]([F:35])([F:34])[F:33])=[CH:28][CH:27]=4)=[C:15](C4C=NC=CC=4)[C:16]3=[O:19])=[CH:12][CH:11]=2)[CH2:3][CH2:2]1.O1CCN(CCOC2C=C3C(C(C4C=CC=CC=4)=C(Br)C3=O)=CC=2)CC1.[F:62][C:63]([F:74])([F:73])[C:64]1[CH:69]=[CH:68][C:67](B(O)O)=[CH:66][CH:65]=1, predict the reaction product. The product is: [O:1]1[CH2:2][CH2:3][N:4]([CH2:7][CH2:8][O:9][C:10]2[CH:18]=[C:17]3[C:13]([C:14]([C:26]4[CH:31]=[CH:30][C:29]([C:32]([F:34])([F:35])[F:33])=[CH:28][CH:27]=4)=[C:15]([C:67]4[CH:68]=[CH:69][C:64]([C:63]([F:74])([F:73])[F:62])=[CH:65][CH:66]=4)[C:16]3=[O:19])=[CH:12][CH:11]=2)[CH2:5][CH2:6]1. (3) Given the reactants I[C:2]1[S:3][CH:4]=[C:5]([CH3:7])[N:6]=1.C(=O)(O)[O-].[Na+].[CH3:13][O:14][C:15]1[N:20]=[C:19]([O:21][CH3:22])[C:18](B(O)O)=[CH:17][N:16]=1.CO, predict the reaction product. The product is: [CH3:13][O:14][C:15]1[N:20]=[C:19]([O:21][CH3:22])[C:18]([C:2]2[S:3][CH:4]=[C:5]([CH3:7])[N:6]=2)=[CH:17][N:16]=1.